From a dataset of Full USPTO retrosynthesis dataset with 1.9M reactions from patents (1976-2016). Predict the reactants needed to synthesize the given product. (1) Given the product [F:1][C:2]1[CH:35]=[CH:34][C:5]([C:6](/[N:8]=[C:9]2\[NH:10][C:11]3[CH:26]=[CH:25][C:24]([CH2:27][N:28]4[CH2:33][CH2:32][O:31][CH2:30][CH2:29]4)=[CH:23][C:12]=3[N:13]\2[C@H:14]2[CH2:19][CH2:18][C@@H:17]([C:20](=[O:21])[NH:38][O:37][CH3:36])[CH2:16][CH2:15]2)=[O:7])=[CH:4][CH:3]=1.[F:1][C:2]1[CH:35]=[CH:34][C:5]([C:6](/[N:8]=[C:9]2\[NH:10][C:11]3[CH:26]=[CH:25][C:24]([CH2:27][N:28]4[CH2:33][CH2:32][O:31][CH2:30][CH2:29]4)=[CH:23][C:12]=3[N:13]\2[C@H:14]2[CH2:19][CH2:18][C@@H:17]([C:20](=[O:21])[NH:10][C:11]([CH3:26])([CH3:12])[CH2:36][OH:37])[CH2:16][CH2:15]2)=[O:7])=[CH:4][CH:3]=1, predict the reactants needed to synthesize it. The reactants are: [F:1][C:2]1[CH:35]=[CH:34][C:5]([C:6](/[N:8]=[C:9]2\[NH:10][C:11]3[CH:26]=[CH:25][C:24]([CH2:27][N:28]4[CH2:33][CH2:32][O:31][CH2:30][CH2:29]4)=[CH:23][C:12]=3[N:13]\2[C@@H:14]2[CH2:19][CH2:18][C@H:17]([C:20](Cl)=[O:21])[CH2:16][CH2:15]2)=[O:7])=[CH:4][CH:3]=1.[CH3:36][O:37][NH2:38]. (2) Given the product [F:18][C:19]1[CH:20]=[CH:21][C:22]([C:23]([CH:25]2[CH2:26][CH2:27][N:28]([CH2:31][C:32]([N:5]([CH2:1][CH:2]([CH3:4])[CH3:3])[CH2:6][C:7]3[NH:8][C:9](=[O:17])[C:10]4[CH2:16][O:15][CH2:14][CH2:13][C:11]=4[N:12]=3)=[O:33])[CH2:29][CH2:30]2)=[O:24])=[CH:35][CH:36]=1, predict the reactants needed to synthesize it. The reactants are: [CH2:1]([NH:5][CH2:6][C:7]1[NH:8][C:9](=[O:17])[C:10]2[CH2:16][O:15][CH2:14][CH2:13][C:11]=2[N:12]=1)[CH:2]([CH3:4])[CH3:3].[F:18][C:19]1[CH:36]=[CH:35][C:22]([C:23]([CH:25]2[CH2:30][CH2:29][N:28]([CH2:31][C:32](O)=[O:33])[CH2:27][CH2:26]2)=[O:24])=[CH:21][CH:20]=1. (3) Given the product [CH2:1]([NH:23][C:24]1[CH:29]=[CH:28][CH:27]=[CH:26][C:25]=1[C:30]1[CH:42]=[CH:41][C:33]([C:34]([O:36][C:37]([CH3:40])([CH3:39])[CH3:38])=[O:35])=[C:32]([NH:43][C:44]([C:46]2[CH:47]=[N:48][CH:49]=[C:50]([C:52]3[CH:53]=[CH:54][CH:55]=[CH:56][CH:57]=3)[CH:51]=2)=[O:45])[CH:31]=1)[C:2]1[CH:7]=[CH:6][CH:5]=[CH:4][CH:3]=1, predict the reactants needed to synthesize it. The reactants are: [CH:1](=O)[C:2]1[CH:7]=[CH:6][CH:5]=[CH:4][CH:3]=1.C(O[BH-](OC(=O)C)OC(=O)C)(=O)C.[Na+].[NH2:23][C:24]1[CH:29]=[CH:28][CH:27]=[CH:26][C:25]=1[C:30]1[CH:42]=[CH:41][C:33]([C:34]([O:36][C:37]([CH3:40])([CH3:39])[CH3:38])=[O:35])=[C:32]([NH:43][C:44]([C:46]2[CH:47]=[N:48][CH:49]=[C:50]([C:52]3[CH:57]=[CH:56][CH:55]=[CH:54][CH:53]=3)[CH:51]=2)=[O:45])[CH:31]=1. (4) Given the product [C:1]([O:4][C:5]1[CH:10]=[CH:9][CH:8]=[C:7]([CH2:11][CH2:12][CH2:13][CH2:14][OH:15])[CH:6]=1)(=[O:3])[CH3:2], predict the reactants needed to synthesize it. The reactants are: [C:1]([O:4][C:5]1[CH:10]=[CH:9][CH:8]=[C:7]([C:11]#[C:12][CH2:13][CH2:14][OH:15])[CH:6]=1)(=[O:3])[CH3:2]. (5) Given the product [CH3:1][O:2][C:3]1[CH:4]=[C:5]2[C:10](=[CH:11][C:12]=1[O:13][CH3:14])[N:9]=[CH:8][CH:7]=[C:6]2[O:15][C:16]1[C:22]([CH3:23])=[CH:21][C:19]([NH:20][C:43](=[O:49])[O:44][CH2:45][CH2:58][CH2:57][O:56][C:55]2[CH:61]=[CH:62][C:52]([Cl:51])=[CH:53][CH:54]=2)=[C:18]([CH3:24])[CH:17]=1, predict the reactants needed to synthesize it. The reactants are: [CH3:1][O:2][C:3]1[CH:4]=[C:5]2[C:10](=[CH:11][C:12]=1[O:13][CH3:14])[N:9]=[CH:8][CH:7]=[C:6]2[O:15][C:16]1[C:22]([CH3:23])=[CH:21][C:19]([NH2:20])=[C:18]([CH3:24])[CH:17]=1.C1(C)C=CC=CC=1.C(N(CC)CC)C.ClC(Cl)(O[C:43](=[O:49])[O:44][C:45](Cl)(Cl)Cl)Cl.[Cl:51][C:52]1[CH:62]=[CH:61][C:55]([O:56][CH2:57][CH2:58]CO)=[CH:54][CH:53]=1. (6) Given the product [F:6][C:5]([F:7])([F:8])[CH2:4][C:9]1[CH:14]=[CH:13][CH:12]=[CH:11][C:10]=1[OH:15], predict the reactants needed to synthesize it. The reactants are: [BH4-].[Na+].Cl[CH:4]([C:9]1[CH:14]=[CH:13][CH:12]=[CH:11][C:10]=1[OH:15])[C:5]([F:8])([F:7])[F:6]. (7) Given the product [N+:23]([C:6]1[CH:7]=[C:2]([CH:3]=[CH:4][CH:5]=1)[CH2:1][NH:8][C:9]([C:11]1[CH:20]=[CH:19][C:14]([C:15]([O:17][CH3:18])=[O:16])=[C:13]([OH:21])[C:12]=1[OH:22])=[O:10])([O-:25])=[O:24], predict the reactants needed to synthesize it. The reactants are: [CH2:1]([NH:8][C:9]([C:11]1[CH:20]=[CH:19][C:14]([C:15]([O:17][CH3:18])=[O:16])=[C:13]([OH:21])[C:12]=1[OH:22])=[O:10])[C:2]1[CH:7]=[CH:6][CH:5]=[CH:4][CH:3]=1.[N+:23](C1C=C(CN)C=CC=1)([O-:25])=[O:24]. (8) Given the product [C:1]([N:5]1[C:9]([C:10]2[CH:15]=[CH:14][C:13]([O:16][CH3:17])=[CH:12][CH:11]=2)=[CH:8][C:7]([CH2:18][CH2:19][CH2:20][N:33]2[CH2:34][CH2:35][N:30]([C:24]3[CH:25]=[CH:26][C:27]([CH3:29])=[CH:28][C:23]=3[CH3:22])[CH2:31][CH2:32]2)=[N:6]1)([CH3:4])([CH3:3])[CH3:2], predict the reactants needed to synthesize it. The reactants are: [C:1]([N:5]1[C:9]([C:10]2[CH:15]=[CH:14][C:13]([O:16][CH3:17])=[CH:12][CH:11]=2)=[CH:8][C:7]([CH2:18][CH2:19][CH:20]=O)=[N:6]1)([CH3:4])([CH3:3])[CH3:2].[CH3:22][C:23]1[CH:28]=[C:27]([CH3:29])[CH:26]=[CH:25][C:24]=1[N:30]1[CH2:35][CH2:34][NH:33][CH2:32][CH2:31]1.CCN(C(C)C)C(C)C.[BH-](OC(C)=O)(OC(C)=O)OC(C)=O.[Na+]. (9) Given the product [CH2:1]([O:8][C:9]1[C:10]([CH2:23][CH2:24][CH2:25][CH2:26][CH2:27][CH2:28][CH2:29][CH2:30][CH2:31][CH3:32])=[N:11][C:12]([NH2:16])=[N:13][C:14]=1[CH3:15])[C:2]1[CH:3]=[CH:4][CH:5]=[CH:6][CH:7]=1, predict the reactants needed to synthesize it. The reactants are: [CH2:1]([O:8][C:9]1[C:10]([CH2:23][CH2:24][CH2:25][CH2:26][CH2:27][CH2:28][CH2:29][CH2:30][CH2:31][CH3:32])=[N:11][C:12]([N:16]2C(C)=CC=C2C)=[N:13][C:14]=1[CH3:15])[C:2]1[CH:7]=[CH:6][CH:5]=[CH:4][CH:3]=1.Cl.NO.O.[OH-].[Na+].